Dataset: NCI-60 drug combinations with 297,098 pairs across 59 cell lines. Task: Regression. Given two drug SMILES strings and cell line genomic features, predict the synergy score measuring deviation from expected non-interaction effect. (1) Drug 1: CC12CCC(CC1=CCC3C2CCC4(C3CC=C4C5=CN=CC=C5)C)O. Synergy scores: CSS=29.6, Synergy_ZIP=-9.22, Synergy_Bliss=-4.17, Synergy_Loewe=-3.86, Synergy_HSA=-3.95. Cell line: ACHN. Drug 2: CS(=O)(=O)OCCCCOS(=O)(=O)C. (2) Drug 1: CC1=CC=C(C=C1)C2=CC(=NN2C3=CC=C(C=C3)S(=O)(=O)N)C(F)(F)F. Drug 2: CCC1=C2CN3C(=CC4=C(C3=O)COC(=O)C4(CC)O)C2=NC5=C1C=C(C=C5)O. Cell line: TK-10. Synergy scores: CSS=9.61, Synergy_ZIP=0.0342, Synergy_Bliss=1.45, Synergy_Loewe=-15.6, Synergy_HSA=-2.27. (3) Drug 1: CC12CCC(CC1=CCC3C2CCC4(C3CC=C4C5=CN=CC=C5)C)O. Drug 2: C1CCC(C(C1)N)N.C(=O)(C(=O)[O-])[O-].[Pt+4]. Cell line: HOP-92. Synergy scores: CSS=14.6, Synergy_ZIP=-1.71, Synergy_Bliss=0.699, Synergy_Loewe=-12.8, Synergy_HSA=2.04.